This data is from Full USPTO retrosynthesis dataset with 1.9M reactions from patents (1976-2016). The task is: Predict the reactants needed to synthesize the given product. (1) Given the product [OH:12][C:11]1[CH:10]=[CH:9][C:8]2[CH:7]([C:5]3[CH:6]=[CH:1][CH:2]=[CH:3][C:4]=3[C:23]([OH:25])=[O:24])[C:17]3[C:16]([O:15][C:14]=2[CH:13]=1)=[CH:21][C:20]([OH:22])=[CH:19][CH:18]=3, predict the reactants needed to synthesize it. The reactants are: [CH:1]1[CH:2]=[CH:3][C:4]([C:23]([OH:25])=[O:24])=[C:5]([C:7]2[C:17]3[CH:18]=[CH:19][C:20]([OH:22])=[CH:21][C:16]=3[O:15][C:14]3[C:8]=2[CH:9]=[CH:10][C:11]([CH:13]=3)=[O:12])[CH:6]=1.[OH-].[Na+]. (2) Given the product [F:9][C:10]1[C:11]([C:18]([F:21])([F:19])[F:20])=[CH:12][C:13]([C:16]([NH2:17])=[O:2])=[N:14][CH:15]=1, predict the reactants needed to synthesize it. The reactants are: C(=O)(O)[O-:2].[Na+].Cl.NO.[F:9][C:10]1[C:11]([C:18]([F:21])([F:20])[F:19])=[CH:12][C:13]([C:16]#[N:17])=[N:14][CH:15]=1. (3) Given the product [O:14]=[C:11]1[CH:12]=[CH:13][N:8]([CH:5]2[CH2:6][CH2:7][CH:2]([N:15]3[CH2:18][CH:17]([NH:19][C:20]([CH2:22][NH:23][C:24](=[O:35])[C:25]4[CH:30]=[CH:29][CH:28]=[C:27]([C:31]([F:34])([F:32])[F:33])[CH:26]=4)=[O:21])[CH2:16]3)[CH2:3][CH2:4]2)[CH:9]=[CH:10]1, predict the reactants needed to synthesize it. The reactants are: O=[C:2]1[CH2:7][CH2:6][CH:5]([N:8]2[CH:13]=[CH:12][C:11](=[O:14])[CH:10]=[CH:9]2)[CH2:4][CH2:3]1.[NH:15]1[CH2:18][CH:17]([NH:19][C:20]([CH2:22][NH:23][C:24](=[O:35])[C:25]2[CH:30]=[CH:29][CH:28]=[C:27]([C:31]([F:34])([F:33])[F:32])[CH:26]=2)=[O:21])[CH2:16]1. (4) Given the product [C:5]([C@@:4]([S:10]([CH2:13][C@:36]([NH:38][S@@:39]([C:41]([CH3:42])([CH3:44])[CH3:43])=[O:40])([C:28]1[CH:29]=[C:30]([N+:33]([O-:35])=[O:34])[CH:31]=[CH:32][C:27]=1[F:26])[CH3:37])(=[O:12])=[O:11])([CH2:7][CH:8]=[CH2:9])[CH2:3][O:2][CH3:1])#[N:6], predict the reactants needed to synthesize it. The reactants are: [CH3:1][O:2][CH2:3][C:4]([S:10]([CH3:13])(=[O:12])=[O:11])([CH2:7][CH:8]=[CH2:9])[C:5]#[N:6].C([Li])CCC.CCCCCCC.[F:26][C:27]1[CH:32]=[CH:31][C:30]([N+:33]([O-:35])=[O:34])=[CH:29][C:28]=1/[C:36](=[N:38]/[S@@:39]([C:41]([CH3:44])([CH3:43])[CH3:42])=[O:40])/[CH3:37].C[Al](C)C. (5) The reactants are: [CH3:1][O:2][C:3](=[O:19])[C:4]1[CH:9]=[CH:8][CH:7]=[C:6]([CH2:10][N:11]2[C:16](=[O:17])[CH:15]=[CH:14][C:13](Cl)=[N:12]2)[CH:5]=1.C([N:27]1[CH:31]=[C:30](B2OC(C)(C)C(C)(C)O2)[CH:29]=[N:28]1)(OC(C)(C)C)=O.C(=O)([O-])[O-].[K+].[K+]. Given the product [CH3:1][O:2][C:3](=[O:19])[C:4]1[CH:9]=[CH:8][CH:7]=[C:6]([CH2:10][N:11]2[C:16](=[O:17])[CH:15]=[CH:14][C:13]([C:30]3[CH:31]=[N:27][NH:28][CH:29]=3)=[N:12]2)[CH:5]=1, predict the reactants needed to synthesize it. (6) Given the product [C:29]([N:26]1[CH2:25][CH2:24][N:23]([CH2:22][C:16]2([C:13]3[CH:12]=[CH:11][C:10]([O:9][CH2:8][CH2:7][CH2:6][N:1]4[CH2:5][CH2:4][CH2:3][CH2:2]4)=[CH:15][CH:14]=3)[CH2:21][CH2:20][CH2:19][CH2:18][CH2:17]2)[CH2:28][CH2:27]1)(=[O:31])[CH3:30], predict the reactants needed to synthesize it. The reactants are: [N:1]1([CH2:6][CH2:7][CH2:8][O:9][C:10]2[CH:15]=[CH:14][C:13]([C:16]3([CH2:22][N:23]4[CH2:28][CH2:27][NH:26][CH2:25][CH2:24]4)[CH2:21][CH2:20][CH2:19][CH2:18][CH2:17]3)=[CH:12][CH:11]=2)[CH2:5][CH2:4][CH2:3][CH2:2]1.[C:29](OC(=O)C)(=[O:31])[CH3:30]. (7) The reactants are: [Cl:1]C1CC(=O)NC1=O.[F:9][C:10]1[N:15]=[C:14]([N:16]2[CH2:21][CH2:20][O:19][CH2:18][CH2:17]2)[CH:13]=[CH:12][CH:11]=1.O.C(Cl)Cl. Given the product [Cl:1][C:11]1[CH:12]=[CH:13][C:14]([N:16]2[CH2:21][CH2:20][O:19][CH2:18][CH2:17]2)=[N:15][C:10]=1[F:9], predict the reactants needed to synthesize it. (8) Given the product [NH2:9][S:10]([C:13]1[CH:14]=[C:15]([NH:20][C:21]2[N:26]=[C:25]([NH:27][C:28]3[CH:33]=[CH:32][C:31]([O:34][CH2:2][C:3]4[NH:4][C:5](=[O:8])[NH:6][N:7]=4)=[CH:30][CH:29]=3)[C:24]([F:35])=[CH:23][N:22]=2)[CH:16]=[CH:17][C:18]=1[F:19])(=[O:12])=[O:11], predict the reactants needed to synthesize it. The reactants are: Cl[CH2:2][C:3]1[NH:4][C:5](=[O:8])[NH:6][N:7]=1.[NH2:9][S:10]([C:13]1[CH:14]=[C:15]([NH:20][C:21]2[N:26]=[C:25]([NH:27][C:28]3[CH:33]=[CH:32][C:31]([OH:34])=[CH:30][CH:29]=3)[C:24]([F:35])=[CH:23][N:22]=2)[CH:16]=[CH:17][C:18]=1[F:19])(=[O:12])=[O:11].C(=O)([O-])[O-].[K+].[K+]. (9) Given the product [F:31][C:32]1[CH:33]=[C:34]([CH:39]2[CH2:44][CH2:43][CH2:42][CH2:41][N:40]2[C:2]([N:4]2[CH2:10][C:9]3[CH:11]=[C:12]([C:15]4[CH:16]=[CH:17][C:18]5[N:22]=[C:21]([CH3:45])[NH:20][C:19]=5[CH:30]=4)[CH:13]=[CH:14][C:8]=3[O:7][CH2:6][CH2:5]2)=[O:3])[CH:35]=[CH:36][C:37]=1[CH3:38], predict the reactants needed to synthesize it. The reactants are: Cl[C:2]([N:4]1[CH2:10][C:9]2[CH:11]=[C:12]([C:15]3[CH:16]=[CH:17][C:18]4[N:22]=[CH:21][N:20](C(OCC(C)C)=O)[C:19]=4[CH:30]=3)[CH:13]=[CH:14][C:8]=2[O:7][CH2:6][CH2:5]1)=[O:3].[F:31][C:32]1[CH:33]=[C:34]([CH:39]2[CH2:44][CH2:43][CH2:42][CH2:41][NH:40]2)[CH:35]=[CH:36][C:37]=1[CH3:38].[CH:45](N(C(C)C)CC)(C)C.C(=O)([O-])[O-].[K+].[K+]. (10) Given the product [Cl:41][C:35]1[CH:36]=[CH:37][C:38]([Cl:40])=[CH:39][C:34]=1[C:33]([NH:32][CH2:31][C:30]([NH:29][C@H:24]([B:23]1[O:3][C:2]([C:10]2[CH:11]=[CH:12][CH:13]=[CH:14][CH:15]=2)([C:4]2[CH:9]=[CH:8][CH:7]=[CH:6][CH:5]=2)[C:1](=[O:17])[O:16]1)[CH2:25][CH:26]([CH3:28])[CH3:27])=[O:43])=[O:42], predict the reactants needed to synthesize it. The reactants are: [C:1]([OH:17])(=[O:16])[C:2]([C:10]1[CH:15]=[CH:14][CH:13]=[CH:12][CH:11]=1)([C:4]1[CH:9]=[CH:8][CH:7]=[CH:6][CH:5]=1)[OH:3].O1[B:23]([C@@H:24]([NH:29][C:30](=[O:43])[CH2:31][NH:32][C:33](=[O:42])[C:34]2[CH:39]=[C:38]([Cl:40])[CH:37]=[CH:36][C:35]=2[Cl:41])[CH2:25][CH:26]([CH3:28])[CH3:27])O[B:23]([C@@H:24]([NH:29][C:30](=[O:43])[CH2:31][NH:32][C:33](=[O:42])[C:34]2[CH:39]=[C:38]([Cl:40])[CH:37]=[CH:36][C:35]=2[Cl:41])[CH2:25][CH:26]([CH3:28])[CH3:27])O[B:23]1[C@@H:24]([NH:29][C:30](=[O:43])[CH2:31][NH:32][C:33](=[O:42])[C:34]1[CH:39]=[C:38]([Cl:40])[CH:37]=[CH:36][C:35]=1[Cl:41])[CH2:25][CH:26]([CH3:28])[CH3:27].